This data is from Forward reaction prediction with 1.9M reactions from USPTO patents (1976-2016). The task is: Predict the product of the given reaction. (1) Given the reactants [Cl:1][C:2]1[CH:16]=[CH:15][C:5]([CH2:6][N:7]2[CH:12]=[C:11](Br)[CH:10]=[CH:9][C:8]2=[O:14])=[C:4]([F:17])[CH:3]=1.[C:18]([O:22][C:23]([NH:25][C:26]1[CH:31]=[CH:30][C:29](B(O)O)=[CH:28][CH:27]=1)=[O:24])([CH3:21])([CH3:20])[CH3:19], predict the reaction product. The product is: [Cl:1][C:2]1[CH:16]=[CH:15][C:5]([CH2:6][N:7]2[C:8](=[O:14])[CH:9]=[CH:10][C:11]([C:29]3[CH:28]=[CH:27][C:26]([NH:25][C:23](=[O:24])[O:22][C:18]([CH3:20])([CH3:19])[CH3:21])=[CH:31][CH:30]=3)=[CH:12]2)=[C:4]([F:17])[CH:3]=1. (2) Given the reactants [NH2:1][CH2:2][C@H:3]1[CH2:8][CH2:7][C@H:6]([C:9]([OH:11])=[O:10])[CH2:5][CH2:4]1.[OH-].[Na+].[C:14](O[C:14]([O:16][C:17]([CH3:20])([CH3:19])[CH3:18])=[O:15])([O:16][C:17]([CH3:20])([CH3:19])[CH3:18])=[O:15], predict the reaction product. The product is: [C:17]([O:16][C:14]([NH:1][CH2:2][C@H:3]1[CH2:4][CH2:5][C@H:6]([C:9]([OH:11])=[O:10])[CH2:7][CH2:8]1)=[O:15])([CH3:20])([CH3:19])[CH3:18].